The task is: Regression. Given two drug SMILES strings and cell line genomic features, predict the synergy score measuring deviation from expected non-interaction effect.. This data is from NCI-60 drug combinations with 297,098 pairs across 59 cell lines. Drug 1: CN(CC1=CN=C2C(=N1)C(=NC(=N2)N)N)C3=CC=C(C=C3)C(=O)NC(CCC(=O)O)C(=O)O. Drug 2: COC1=C2C(=CC3=C1OC=C3)C=CC(=O)O2. Cell line: K-562. Synergy scores: CSS=60.9, Synergy_ZIP=-0.276, Synergy_Bliss=-2.04, Synergy_Loewe=-27.2, Synergy_HSA=-0.614.